From a dataset of Forward reaction prediction with 1.9M reactions from USPTO patents (1976-2016). Predict the product of the given reaction. (1) Given the reactants [Cl-].[Li+].[Cu]C#N.[Br-].[I:7][C:8]1[CH:15]=[CH:14][CH:13]=[CH:12][C:9]=1[CH2:10][Zn+].Cl[Si](C)(C)C.[CH:21]([C:23]([CH2:25][CH3:26])=[O:24])=[CH2:22], predict the reaction product. The product is: [I:7][C:8]1[CH:15]=[CH:14][CH:13]=[CH:12][C:9]=1[CH2:10][CH2:22][CH2:21][C:23](=[O:24])[CH2:25][CH3:26]. (2) Given the reactants C(OC(=O)[NH:7][CH2:8][C:9]1[CH:14]=[CH:13][C:12]([C:15]2[CH:20]=[CH:19][CH:18]=[C:17]([O:21][C:22]3[CH:27]=[CH:26][N:25]=[C:24]([C:28]#[N:29])[N:23]=3)[CH:16]=2)=[CH:11][CH:10]=1)(C)(C)C, predict the reaction product. The product is: [NH2:7][CH2:8][C:9]1[CH:14]=[CH:13][C:12]([C:15]2[CH:20]=[CH:19][CH:18]=[C:17]([O:21][C:22]3[CH:27]=[CH:26][N:25]=[C:24]([C:28]#[N:29])[N:23]=3)[CH:16]=2)=[CH:11][CH:10]=1. (3) Given the reactants [Cl:1][C:2]1[CH:3]=[C:4]([CH2:20][C:21]([OH:23])=[O:22])[CH:5]=[CH:6][C:7]=1[O:8][CH2:9][C:10]1[CH:19]=[CH:18][C:17]2[C:12](=[CH:13][CH:14]=[CH:15][CH:16]=2)[N:11]=1.Br.Br[CH2:26][C:27]([C:29]1[CH:34]=[CH:33][N:32]=[CH:31][CH:30]=1)=O.C1CCN2C(=NCCC2)CC1, predict the reaction product. The product is: [Cl:1][C:2]1[CH:3]=[C:4]([C:20]2[C:21](=[O:23])[O:22][CH2:26][C:27]=2[C:29]2[CH:34]=[CH:33][N:32]=[CH:31][CH:30]=2)[CH:5]=[CH:6][C:7]=1[O:8][CH2:9][C:10]1[CH:19]=[CH:18][C:17]2[C:12](=[CH:13][CH:14]=[CH:15][CH:16]=2)[N:11]=1. (4) Given the reactants [CH2:1]([N:8]1[CH:17]=[C:16]([C:18]2[C:26]3[C:21](=[CH:22][CH:23]=[CH:24][CH:25]=3)[N:20](C(OC(C)(C)C)=O)[C:19]=2[CH3:34])[C:15]2[C:10](=[CH:11][CH:12]=[CH:13][CH:14]=2)[C:9]1=[O:35])[C:2]1[CH:7]=[CH:6][CH:5]=[CH:4][CH:3]=1.[C:36]([OH:42])([C:38](F)(F)F)=[O:37].COC(=O)CBr.C(=O)([O-])[O-].[K+].[K+], predict the reaction product. The product is: [CH2:1]([N:8]1[CH:17]=[C:16]([C:18]2[C:26]3[C:21](=[CH:22][CH:23]=[CH:24][CH:25]=3)[N:20]([CH2:38][C:36]([OH:42])=[O:37])[C:19]=2[CH3:34])[C:15]2[C:10](=[CH:11][CH:12]=[CH:13][CH:14]=2)[C:9]1=[O:35])[C:2]1[CH:7]=[CH:6][CH:5]=[CH:4][CH:3]=1.